This data is from Reaction yield outcomes from USPTO patents with 853,638 reactions. The task is: Predict the reaction yield, written as a fraction of the theoretical maximum amount of product (1.0 means a 100% yield; for example, 0.34 means a 34% yield). (1) The reactants are Br[C:2]1[CH:16]=[CH:15][C:14]([O:17][CH3:18])=[CH:13][C:3]=1[O:4][C:5]1[CH:12]=[CH:11][C:8]([C:9]#[N:10])=[CH:7][CH:6]=1.C(=O)([O-])[O-].[Na+].[Na+].O. The catalyst is CC(N(C)C)=O.C([O-])(=O)C.[Pd+2].C([O-])(=O)C. The product is [CH3:18][O:17][C:14]1[CH:15]=[CH:16][C:2]2[C:6]3[CH:7]=[C:8]([C:9]#[N:10])[CH:11]=[CH:12][C:5]=3[O:4][C:3]=2[CH:13]=1. The yield is 0.300. (2) The yield is 0.120. The catalyst is CN(C=O)C. The reactants are [NH2:1][C:2]1[CH:3]=[N:4][C:5]([NH:8][C:9]2[CH:24]=[CH:23][C:12]([C:13]([NH:15][CH2:16][CH2:17][N:18]3[CH2:22][CH2:21][CH2:20][CH2:19]3)=[O:14])=[CH:11][CH:10]=2)=[N:6][CH:7]=1.[Cl:25][C:26]1[CH:34]=[C:33](O)[CH:32]=[CH:31][C:27]=1[C:28](O)=[O:29].C(N(C(C)C)CC)(C)C.CN(C([O:52]N1N=NC2C=CC=NC1=2)=[N+](C)C)C.F[P-](F)(F)(F)(F)F. The product is [Cl:25][C:26]1[CH:34]=[CH:33][C:32]([OH:52])=[CH:31][C:27]=1[C:28]([NH:1][C:2]1[CH:3]=[N:4][C:5]([NH:8][C:9]2[CH:10]=[CH:11][C:12]([C:13](=[O:14])[NH:15][CH2:16][CH2:17][N:18]3[CH2:19][CH2:20][CH2:21][CH2:22]3)=[CH:23][CH:24]=2)=[N:6][CH:7]=1)=[O:29]. (3) The reactants are [H-].[Na+].[N:3]1([CH2:8][CH2:9][O:10][CH2:11][C:12]2[CH:17]=[CH:16][C:15]([OH:18])=[CH:14][CH:13]=2)[CH:7]=[CH:6][N:5]=[N:4]1.[Cl:19][C:20]1[CH:25]=[CH:24][C:23]([CH:26]=[CH:27][C:28]2[O:29][CH:30]=[C:31]([CH2:33]Cl)[N:32]=2)=[C:22]([F:35])[CH:21]=1. The catalyst is CN(C)C=O. The product is [Cl:19][C:20]1[CH:25]=[CH:24][C:23](/[CH:26]=[CH:27]/[C:28]2[O:29][CH:30]=[C:31]([CH2:33][O:18][C:15]3[CH:14]=[CH:13][C:12]([CH2:11][O:10][CH2:9][CH2:8][N:3]4[CH:7]=[CH:6][N:5]=[N:4]4)=[CH:17][CH:16]=3)[N:32]=2)=[C:22]([F:35])[CH:21]=1. The yield is 0.540. (4) The reactants are Br[C:2]1[N:3]=[C:4]([CH:7]([O:10][C:11]2[C:12]([F:21])=[C:13]([C:17]([F:20])=[CH:18][CH:19]=2)[C:14]([NH2:16])=[O:15])[CH2:8][OH:9])[S:5][CH:6]=1.[CH3:22][O:23][C:24]1[CH:29]=[CH:28][C:27]([C:30]#[CH:31])=[CH:26][CH:25]=1.CCN(CC)CC. The catalyst is C1COCC1.[Cu]I.C1C=CC([P]([Pd]([P](C2C=CC=CC=2)(C2C=CC=CC=2)C2C=CC=CC=2)([P](C2C=CC=CC=2)(C2C=CC=CC=2)C2C=CC=CC=2)[P](C2C=CC=CC=2)(C2C=CC=CC=2)C2C=CC=CC=2)(C2C=CC=CC=2)C2C=CC=CC=2)=CC=1. The product is [F:21][C:12]1[C:11]([O:10][CH:7]([C:4]2[S:5][CH:6]=[C:2]([C:31]#[C:30][C:27]3[CH:28]=[CH:29][C:24]([O:23][CH3:22])=[CH:25][CH:26]=3)[N:3]=2)[CH2:8][OH:9])=[CH:19][CH:18]=[C:17]([F:20])[C:13]=1[C:14]([NH2:16])=[O:15]. The yield is 0.600. (5) The reactants are [N+:1]([C:4]1[CH:5]=[C:6]2[C:11](=[CH:12][CH:13]=1)[NH:10][C:9](=[O:14])[CH:8]=[C:7]2[C:15]([F:18])([F:17])[F:16])([O-:3])=[O:2].[OH-].[K+].[CH3:21]I. No catalyst specified. The product is [CH3:21][N:10]1[C:11]2[C:6](=[CH:5][C:4]([N+:1]([O-:3])=[O:2])=[CH:13][CH:12]=2)[C:7]([C:15]([F:18])([F:16])[F:17])=[CH:8][C:9]1=[O:14]. The yield is 0.570. (6) The reactants are [F:1][C:2]([F:29])([C:13]1[CH:18]=[CH:17][C:16]([C:19]2[CH:24]=[CH:23][C:22]([C:25]([F:28])([F:27])[F:26])=[CH:21][CH:20]=2)=[CH:15][CH:14]=1)[O:3][C:4]1[CH:9]=[CH:8][C:7]([F:10])=[CH:6][C:5]=1[CH2:11]O.C1(P(C2C=CC=CC=2)C2C=CC=CC=2)C=CC=CC=1.[Br:49]C(Br)(Br)Br. The catalyst is ClCCl. The product is [F:1][C:2]([O:3][C:4]1[CH:9]=[CH:8][C:7]([F:10])=[CH:6][C:5]=1[CH2:11][Br:49])([F:29])[C:13]1[CH:18]=[CH:17][C:16]([C:19]2[CH:24]=[CH:23][C:22]([C:25]([F:28])([F:27])[F:26])=[CH:21][CH:20]=2)=[CH:15][CH:14]=1. The yield is 0.810. (7) The yield is 0.800. The reactants are [CH:1]1([CH2:7][NH:8][C:9]([C:11]2[CH:16]=[CH:15][C:14]([NH:17]C(=O)OC(C)(C)C)=[CH:13][CH:12]=2)=[O:10])[CH2:6][CH2:5][CH2:4][CH2:3][CH2:2]1.C(Cl)Cl.FC(F)(F)C(O)=O. The product is [NH2:17][C:14]1[CH:13]=[CH:12][C:11]([C:9]([NH:8][CH2:7][CH:1]2[CH2:6][CH2:5][CH2:4][CH2:3][CH2:2]2)=[O:10])=[CH:16][CH:15]=1. The catalyst is CC#N.O. (8) The reactants are C([O:3][CH2:4][CH2:5][O:6][NH:7][C:8]([C:10]1[CH:11]=[C:12]([F:28])[C:13]2[N:14]([CH:25]=[N:26][CH:27]=2)[C:15]=1[NH:16][C:17]1[CH:22]=[CH:21][C:20]([I:23])=[CH:19][C:18]=1[F:24])=[O:9])=C. The catalyst is CO. The product is [OH:3][CH2:4][CH2:5][O:6][NH:7][C:8]([C:10]1[CH:11]=[C:12]([F:28])[C:13]2[N:14]([CH:25]=[N:26][CH:27]=2)[C:15]=1[NH:16][C:17]1[CH:22]=[CH:21][C:20]([I:23])=[CH:19][C:18]=1[F:24])=[O:9]. The yield is 0.390.